From a dataset of M1 muscarinic receptor antagonist screen with 61,756 compounds. Binary Classification. Given a drug SMILES string, predict its activity (active/inactive) in a high-throughput screening assay against a specified biological target. (1) The molecule is Fc1ccc(C(=O)CCC(OCC(=O)Nc2noc(c2)C)=O)cc1. The result is 0 (inactive). (2) The compound is O(C(=O)C=1C(NC(=O)NC1CN1CCc2c1cccc2)c1c(ccc(c1)C)C)C. The result is 0 (inactive). (3) The molecule is O=C(NCc1ncccc1)CCc1ccccc1. The result is 0 (inactive). (4) The molecule is O=C1CC(CC(=O)/C1=C\Nc1c(cccc1)C(O)=O)(C)C. The result is 0 (inactive). (5) The molecule is Fc1ccc(C(=O)CCCN2CCN(CC2)c2c(OC)cccc2)cc1. The result is 1 (active). (6) The drug is O1c2c(OCC1)ccc(c2)C(=O)N. The result is 0 (inactive). (7) The compound is s1c2c(n3c(c(=O)n(nc3C)C(CC)C(OCC)=O)c2)cc1. The result is 0 (inactive).